Dataset: Merck oncology drug combination screen with 23,052 pairs across 39 cell lines. Task: Regression. Given two drug SMILES strings and cell line genomic features, predict the synergy score measuring deviation from expected non-interaction effect. (1) Drug 1: O=C(O)C1(Cc2cccc(Nc3nccs3)n2)CCC(Oc2cccc(Cl)c2F)CC1. Drug 2: COC1CC2CCC(C)C(O)(O2)C(=O)C(=O)N2CCCCC2C(=O)OC(C(C)CC2CCC(OP(C)(C)=O)C(OC)C2)CC(=O)C(C)C=C(C)C(O)C(OC)C(=O)C(C)CC(C)C=CC=CC=C1C. Cell line: UWB1289BRCA1. Synergy scores: synergy=31.9. (2) Drug 1: C=CCn1c(=O)c2cnc(Nc3ccc(N4CCN(C)CC4)cc3)nc2n1-c1cccc(C(C)(C)O)n1. Drug 2: O=C(NOCC(O)CO)c1ccc(F)c(F)c1Nc1ccc(I)cc1F. Cell line: UWB1289. Synergy scores: synergy=98.9. (3) Drug 1: O=C(CCCCCCC(=O)Nc1ccccc1)NO. Drug 2: CCC1(O)C(=O)OCc2c1cc1n(c2=O)Cc2cc3c(CN(C)C)c(O)ccc3nc2-1. Cell line: RKO. Synergy scores: synergy=0.179. (4) Drug 1: O=C(NOCC(O)CO)c1ccc(F)c(F)c1Nc1ccc(I)cc1F. Drug 2: NC1CCCCC1N.O=C(O)C(=O)O.[Pt+2]. Cell line: RPMI7951. Synergy scores: synergy=-5.33. (5) Drug 1: NC(=O)c1cccc2cn(-c3ccc(C4CCCNC4)cc3)nc12. Drug 2: Cn1cc(-c2cnn3c(N)c(Br)c(C4CCCNC4)nc23)cn1. Cell line: HT29. Synergy scores: synergy=-5.44. (6) Drug 1: C=CCn1c(=O)c2cnc(Nc3ccc(N4CCN(C)CC4)cc3)nc2n1-c1cccc(C(C)(C)O)n1. Drug 2: Cc1nc(Nc2ncc(C(=O)Nc3c(C)cccc3Cl)s2)cc(N2CCN(CCO)CC2)n1. Cell line: CAOV3. Synergy scores: synergy=24.2. (7) Drug 1: O=C(CCCCCCC(=O)Nc1ccccc1)NO. Drug 2: C=CCn1c(=O)c2cnc(Nc3ccc(N4CCN(C)CC4)cc3)nc2n1-c1cccc(C(C)(C)O)n1. Cell line: UWB1289. Synergy scores: synergy=84.4. (8) Drug 1: C=CCn1c(=O)c2cnc(Nc3ccc(N4CCN(C)CC4)cc3)nc2n1-c1cccc(C(C)(C)O)n1. Drug 2: CC1(c2nc3c(C(N)=O)cccc3[nH]2)CCCN1. Cell line: A427. Synergy scores: synergy=-5.45. (9) Drug 1: CC1CC2C3CCC4=CC(=O)C=CC4(C)C3(F)C(O)CC2(C)C1(O)C(=O)CO. Drug 2: CC1(c2nc3c(C(N)=O)cccc3[nH]2)CCCN1. Cell line: NCIH23. Synergy scores: synergy=3.57. (10) Drug 1: C=CCn1c(=O)c2cnc(Nc3ccc(N4CCN(C)CC4)cc3)nc2n1-c1cccc(C(C)(C)O)n1. Drug 2: COC1CC2CCC(C)C(O)(O2)C(=O)C(=O)N2CCCCC2C(=O)OC(C(C)CC2CCC(OP(C)(C)=O)C(OC)C2)CC(=O)C(C)C=C(C)C(O)C(OC)C(=O)C(C)CC(C)C=CC=CC=C1C. Cell line: EFM192B. Synergy scores: synergy=31.4.